From a dataset of Reaction yield outcomes from USPTO patents with 853,638 reactions. Predict the reaction yield, written as a fraction of the theoretical maximum amount of product (1.0 means a 100% yield; for example, 0.34 means a 34% yield). (1) The reactants are [OH:1]/[N:2]=[C:3](\Cl)/[C:4]1[CH:9]=[CH:8][C:7]([F:10])=[CH:6][CH:5]=1.CN([CH:15]=[CH:16][C:17]([O:19][CH2:20][CH3:21])=[O:18])C.C(N(CC)CC)C. The catalyst is C(OCC)C. The product is [CH2:20]([O:19][C:17]([C:16]1[C:3]([C:4]2[CH:9]=[CH:8][C:7]([F:10])=[CH:6][CH:5]=2)=[N:2][O:1][CH:15]=1)=[O:18])[CH3:21]. The yield is 0.880. (2) The reactants are [C:1]1(=[O:9])[CH2:8][CH2:7][CH2:6][CH2:5][CH2:4][CH2:3][CH2:2]1.C(N(CC)CC)C.Cl[Si:18]([CH3:21])([CH3:20])[CH3:19]. The catalyst is CN(C=O)C. The product is [C:1]1([O:9][Si:18]([CH3:21])([CH3:20])[CH3:19])[CH2:8][CH2:7][CH2:6][CH2:5][CH2:4][CH2:3][CH:2]=1. The yield is 0.930. (3) The reactants are Br[C:2]1[C:10]2[C:5](=[N:6][CH:7]=[CH:8][CH:9]=2)[N:4]([S:11]([C:14]2[CH:19]=[CH:18][C:17]([CH3:20])=[CH:16][CH:15]=2)(=[O:13])=[O:12])[CH:3]=1.[Cl:21][C:22]1[CH:27]=[C:26](B(O)O)[CH:25]=[CH:24][N:23]=1.C(=O)([O-])[O-].[Na+].[Na+]. The catalyst is COCCOC.C(OCC)(=O)C.C1C=CC([P]([Pd]([P](C2C=CC=CC=2)(C2C=CC=CC=2)C2C=CC=CC=2)([P](C2C=CC=CC=2)(C2C=CC=CC=2)C2C=CC=CC=2)[P](C2C=CC=CC=2)(C2C=CC=CC=2)C2C=CC=CC=2)(C2C=CC=CC=2)C2C=CC=CC=2)=CC=1. The product is [Cl:21][C:22]1[CH:27]=[C:26]([C:2]2[C:10]3[C:5](=[N:6][CH:7]=[CH:8][CH:9]=3)[N:4]([S:11]([C:14]3[CH:19]=[CH:18][C:17]([CH3:20])=[CH:16][CH:15]=3)(=[O:13])=[O:12])[CH:3]=2)[CH:25]=[CH:24][N:23]=1. The yield is 0.680. (4) The reactants are [CH3:13][C:12]([O:11][C:9](O[C:9]([O:11][C:12]([CH3:15])([CH3:14])[CH3:13])=[O:10])=[O:10])([CH3:15])[CH3:14].[NH2:16][CH2:17][C:18]1[CH:23]=[CH:22][C:21]([C:24]2[CH:29]=[CH:28][CH:27]=[CH:26][C:25]=2[O:30][CH2:31][CH3:32])=[C:20]([NH2:33])[CH:19]=1. The catalyst is O1CCOCC1. The product is [C:12]([O:11][C:9](=[O:10])[NH:16][CH2:17][C:18]1[CH:23]=[CH:22][C:21]([C:24]2[CH:29]=[CH:28][CH:27]=[CH:26][C:25]=2[O:30][CH2:31][CH3:32])=[C:20]([NH2:33])[CH:19]=1)([CH3:13])([CH3:14])[CH3:15]. The yield is 0.310. (5) The reactants are Cl.[Cl:2][C:3]1[CH:8]=[CH:7][C:6]([C:9]2[CH:14]=[CH:13][CH:12]=[C:11]([NH2:15])[CH:10]=2)=[CH:5][CH:4]=1.[C:16]([O:20][C:21]([N:23]1[CH2:27][CH2:26][CH2:25][CH:24]1[C:28](O)=[O:29])=[O:22])([CH3:19])([CH3:18])[CH3:17].CN(C(ON1N=NC2C=CC=NC1=2)=[N+](C)C)C.F[P-](F)(F)(F)(F)F.CCN(C(C)C)C(C)C. The catalyst is CN(C=O)C.C(OCC)(=O)C. The product is [C:16]([O:20][C:21]([N:23]1[CH2:27][CH2:26][CH2:25][CH:24]1[C:28](=[O:29])[NH:15][C:11]1[CH:10]=[C:9]([C:6]2[CH:5]=[CH:4][C:3]([Cl:2])=[CH:8][CH:7]=2)[CH:14]=[CH:13][CH:12]=1)=[O:22])([CH3:19])([CH3:18])[CH3:17]. The yield is 0.990. (6) The reactants are [C-:1]#[N:2].[Na+].C(O)(=O)[C:5]1[C:6](=[CH:8][CH:9]=[CH:10][CH:11]=1)[NH2:7].[CH3:14][C:15]([CH3:17])=O.C(O[CH2:22][CH3:23])(=O)C.[C:24](O)(=O)[CH3:25]. No catalyst specified. The product is [CH3:14][C:15]1[CH:17]=[CH:23][C:22]([NH:7][C:6]2([C:1]#[N:2])[CH2:5][CH2:11][CH2:10][CH2:9][CH2:8]2)=[CH:25][CH:24]=1. The yield is 0.900. (7) The reactants are [CH:1]1([C:7]2[C:16]3[C:11](=[CH:12][CH:13]=[CH:14][CH:15]=3)[NH:10][C:9](=O)[N:8]=2)[CH2:6][CH2:5][CH2:4][CH2:3][CH2:2]1.P(Cl)(Cl)(Cl)=O.[NH2:23][C:24]1[CH:32]=[CH:31][C:27]([C:28]([OH:30])=[O:29])=[CH:26][CH:25]=1.C(N(CC)CC)C. The catalyst is C(O)CCC. The product is [CH:1]1([C:7]2[C:16]3[C:11](=[CH:12][CH:13]=[CH:14][CH:15]=3)[N:10]=[C:9]([NH:23][C:24]3[CH:32]=[CH:31][C:27]([C:28]([OH:30])=[O:29])=[CH:26][CH:25]=3)[N:8]=2)[CH2:6][CH2:5][CH2:4][CH2:3][CH2:2]1. The yield is 0.480. (8) The yield is 0.220. The catalyst is CO. The reactants are CN(C)[CH:3]=[CH:4][C:5]([C:7]1[C:12](=[O:13])[CH:11]=[CH:10][N:9]([C:14]2[CH:19]=[CH:18][C:17]([N:20]3[CH2:25][CH2:24][O:23][CH2:22][CH2:21]3)=[CH:16][CH:15]=2)[N:8]=1)=O.[CH3:27][C:28]([CH3:33])([CH3:32])[CH2:29][NH:30][NH2:31]. The product is [CH3:27][C:28]([CH3:33])([CH3:32])[CH2:29][N:30]1[C:5]([C:7]2[C:12](=[O:13])[CH:11]=[CH:10][N:9]([C:14]3[CH:15]=[CH:16][C:17]([N:20]4[CH2:25][CH2:24][O:23][CH2:22][CH2:21]4)=[CH:18][CH:19]=3)[N:8]=2)=[CH:4][CH:3]=[N:31]1.